From a dataset of Full USPTO retrosynthesis dataset with 1.9M reactions from patents (1976-2016). Predict the reactants needed to synthesize the given product. (1) Given the product [C:1]1([C:6]2[C:7]3[CH:14]=[CH:13][NH:12][C:8]=3[N:9]=[CH:10][N:11]=2)[CH2:5][CH2:4][CH2:3][CH:2]=1, predict the reactants needed to synthesize it. The reactants are: [C:1]1([C:6]2[C:7]3[CH:14]=[CH:13][N:12](S(C4C=CC(C)=CC=4)(=O)=O)[C:8]=3[N:9]=[CH:10][N:11]=2)[CH2:5][CH2:4][CH2:3][CH:2]=1.C[O-].[Na+]. (2) Given the product [OH:9][C:7]1[S:8][C:4]([CH2:3][CH2:2][N:29]2[CH2:30][CH2:31][CH:26]([C:23]3[C:22]4[CH:32]=[CH:33][C:19]([F:18])=[CH:20][C:21]=4[O:25][CH:24]=3)[CH2:27][CH2:28]2)=[C:5]([C:10]2[CH:15]=[CH:14][C:13]([F:16])=[CH:12][CH:11]=2)[N:6]=1, predict the reactants needed to synthesize it. The reactants are: Cl[CH2:2][CH2:3][C:4]1[S:8][C:7]([OH:9])=[N:6][C:5]=1[C:10]1[CH:15]=[CH:14][C:13]([F:16])=[CH:12][CH:11]=1.Cl.[F:18][C:19]1[CH:33]=[CH:32][C:22]2[C:23]([CH:26]3[CH2:31][CH2:30][NH:29][CH2:28][CH2:27]3)=[CH:24][O:25][C:21]=2[CH:20]=1.C(N(C(C)C)CC)(C)C. (3) Given the product [CH3:42][N:43]1[CH2:48][CH2:47][N:46]([C:28]([C:25]2[CH:24]=[N:23][C:22]3[CH2:21][C:20]4[C:16]([C:13]5[CH:12]=[C:11]([C:10]#[C:9][CH2:8][O:1][C:2]6[CH:3]=[CH:4][CH:5]=[CH:6][CH:7]=6)[S:15][CH:14]=5)=[N:17][NH:18][C:19]=4[C:27]=3[CH:26]=2)=[O:29])[CH2:45][CH2:44]1, predict the reactants needed to synthesize it. The reactants are: [O:1]([CH2:8][C:9]#[C:10][C:11]1[S:15][CH:14]=[C:13]([C:16]2[C:20]3[CH2:21][C:22]4[N:23]=[CH:24][C:25]([C:28](O)=[O:29])=[CH:26][C:27]=4[C:19]=3[NH:18][N:17]=2)[CH:12]=1)[C:2]1[CH:7]=[CH:6][CH:5]=[CH:4][CH:3]=1.O.ON1C2C=CC=CC=2N=N1.[CH3:42][N:43]1[CH2:48][CH2:47][NH:46][CH2:45][CH2:44]1. (4) Given the product [Br:1][C:2]1[CH:3]=[C:4]([CH2:5][OH:6])[CH:7]=[CH:8][C:9]=1[O:10][CH2:11][CH2:12][CH3:13], predict the reactants needed to synthesize it. The reactants are: [Br:1][C:2]1[CH:3]=[C:4]([CH:7]=[CH:8][C:9]=1[O:10][CH2:11][CH2:12][CH3:13])[CH:5]=[O:6].[BH4-].[Na+].